From a dataset of Forward reaction prediction with 1.9M reactions from USPTO patents (1976-2016). Predict the product of the given reaction. Given the reactants C(NC(C1SC(C2N=CNN=2)=CC=1C)=O)C1C=CC=CC=1.[CH3:22][C:23]1[CH:27]=[C:26]([C:28]2[N:32]=[CH:31][NH:30][N:29]=2)[S:25][C:24]=1[C:33]([NH:35][CH2:36][C:37]1[CH:38]=[N:39][CH:40]=[CH:41][CH:42]=1)=[O:34].[F:43][C:44]1[CH:51]=[CH:50][C:47]([CH2:48]Br)=[CH:46][CH:45]=1, predict the reaction product. The product is: [F:43][C:44]1[CH:51]=[CH:50][C:47]([CH2:48][N:30]2[CH:31]=[N:32][C:28]([C:26]3[S:25][C:24]([C:33]([NH:35][CH2:36][C:37]4[CH:38]=[N:39][CH:40]=[CH:41][CH:42]=4)=[O:34])=[C:23]([CH3:22])[CH:27]=3)=[N:29]2)=[CH:46][CH:45]=1.